Regression. Given two drug SMILES strings and cell line genomic features, predict the synergy score measuring deviation from expected non-interaction effect. From a dataset of NCI-60 drug combinations with 297,098 pairs across 59 cell lines. (1) Drug 1: C1=C(C(=O)NC(=O)N1)F. Drug 2: CC1=C(C(=O)C2=C(C1=O)N3CC4C(C3(C2COC(=O)N)OC)N4)N. Cell line: NCI-H226. Synergy scores: CSS=31.4, Synergy_ZIP=5.89, Synergy_Bliss=8.23, Synergy_Loewe=10.5, Synergy_HSA=11.8. (2) Drug 1: CC1CCC2CC(C(=CC=CC=CC(CC(C(=O)C(C(C(=CC(C(=O)CC(OC(=O)C3CCCCN3C(=O)C(=O)C1(O2)O)C(C)CC4CCC(C(C4)OC)O)C)C)O)OC)C)C)C)OC. Drug 2: C1=CC=C(C=C1)NC(=O)CCCCCCC(=O)NO. Cell line: ACHN. Synergy scores: CSS=9.76, Synergy_ZIP=-5.73, Synergy_Bliss=-3.75, Synergy_Loewe=-19.9, Synergy_HSA=-1.28. (3) Drug 1: CC12CCC3C(C1CCC2=O)CC(=C)C4=CC(=O)C=CC34C. Drug 2: CC1C(C(CC(O1)OC2CC(OC(C2O)C)OC3=CC4=CC5=C(C(=O)C(C(C5)C(C(=O)C(C(C)O)O)OC)OC6CC(C(C(O6)C)O)OC7CC(C(C(O7)C)O)OC8CC(C(C(O8)C)O)(C)O)C(=C4C(=C3C)O)O)O)O. Cell line: SNB-19. Synergy scores: CSS=54.4, Synergy_ZIP=1.49, Synergy_Bliss=1.86, Synergy_Loewe=2.18, Synergy_HSA=2.10. (4) Drug 1: C1=CC(=CC=C1CCCC(=O)O)N(CCCl)CCCl. Drug 2: C1=NC(=NC(=O)N1C2C(C(C(O2)CO)O)O)N. Cell line: COLO 205. Synergy scores: CSS=31.7, Synergy_ZIP=-11.0, Synergy_Bliss=-6.27, Synergy_Loewe=-7.69, Synergy_HSA=-7.25.